This data is from Reaction yield outcomes from USPTO patents with 853,638 reactions. The task is: Predict the reaction yield, written as a fraction of the theoretical maximum amount of product (1.0 means a 100% yield; for example, 0.34 means a 34% yield). (1) The reactants are [O:1]1[CH2:5][CH:4]([NH2:6])[CH:3]([NH2:7])[CH2:2]1.Cl.N=[C:10](OC)[C:11]1[C:12]([CH3:22])=[CH:13][C:14]([CH3:21])=[C:15]([CH:20]=1)[C:16]([O:18][CH3:19])=[O:17].C(N(CC)CC)C. The catalyst is C(O)C. The product is [CH3:21][C:14]1[CH:13]=[C:12]([CH3:22])[C:11]([C:10]2[NH:7][CH:3]3[CH2:2][O:1][CH2:5][CH:4]3[N:6]=2)=[CH:20][C:15]=1[C:16]([O:18][CH3:19])=[O:17]. The yield is 0.340. (2) The reactants are [C:1]1([NH2:8])[CH:6]=[CH:5][CH:4]=[CH:3][C:2]=1[NH2:7].O=[C:10]([CH2:16][CH2:17][C:18](OCC)=[O:19])[C:11]([O:13][CH2:14][CH3:15])=[O:12]. No catalyst specified. The product is [O:19]=[C:18]1[NH:8][C:1]2[C:2](=[CH:3][CH:4]=[CH:5][CH:6]=2)[N:7]=[C:17]1[CH2:16][CH2:10][C:11]([O:13][CH2:14][CH3:15])=[O:12]. The yield is 0.720. (3) The reactants are [CH2:1]([C:3]1[N:4]([C:28]2[CH:33]=[CH:32][C:31]([OH:34])=[CH:30][CH:29]=2)[C:5](=[O:27])[C:6]([CH2:12][C:13]2[CH:18]=[CH:17][C:16]([C:19]3[C:20]([C:25]#[N:26])=[CH:21][CH:22]=[CH:23][CH:24]=3)=[CH:15][CH:14]=2)=[C:7]([CH2:9][CH2:10][CH3:11])[N:8]=1)[CH3:2].[Si](O[CH:43]1[CH2:48][CH2:47][CH2:46][CH:45]([OH:49])[CH2:44]1)(C(C)(C)C)(C)C.C1(P(C2C=CC=CC=2)C2C=CC=CC=2)C=CC=CC=1.[N:70]([C:71]([O:73]C(C)C)=[O:72])=[N:70][C:71]([O:73]C(C)C)=[O:72]. The catalyst is O1CCCC1.O. The product is [CH2:1]([C:3]1[N:4]([C:28]2[CH:33]=[CH:32][C:31]([O:34][CH:47]3[CH2:48][CH2:43][CH2:44][CH:45]([OH:49])[CH2:46]3)=[CH:30][CH:29]=2)[C:5](=[O:27])[C:6]([CH2:12][C:13]2[CH:18]=[CH:17][C:16]([C:19]3[CH:24]=[CH:23][CH:22]=[CH:21][C:20]=3[C:25]3[NH:70][C:71](=[O:72])[O:73][N:26]=3)=[CH:15][CH:14]=2)=[C:7]([CH2:9][CH2:10][CH3:11])[N:8]=1)[CH3:2]. The yield is 0.710. (4) The reactants are [F:1][C:2]1[CH:7]=[CH:6][C:5]([C:8]2[O:9][C:10](=[O:18])[C:11]3[N:16]([CH3:17])[CH:15]=[N:14][C:12]=3[N:13]=2)=[CH:4][CH:3]=1.[NH2:19][NH2:20]. The catalyst is C1COCC1. The product is [F:1][C:2]1[CH:7]=[CH:6][C:5]([C:8]([NH:13][C:12]2[N:14]=[CH:15][N:16]([CH3:17])[C:11]=2[C:10]([NH:19][NH2:20])=[O:18])=[O:9])=[CH:4][CH:3]=1. The yield is 0.820. (5) The reactants are [C:1](N1C=CN=C1)(N1C=CN=C1)=O.[N:13]1[CH:18]=[CH:17][CH:16]=[CH:15][C:14]=1[C:19]([OH:21])=O.[C:22]([O:25][C:26]([CH3:29])(C)C)(=[O:24])[CH3:23].C([N-]C(C)C)(C)C.[Li+].Cl.[H-].[Na+].BrCC(OCC)=O.C1(C)C=CC(S(O)(=O)=O)=CC=1.C(=O)(O)[O-].[Na+]. The catalyst is O1CCCC1.C1(C)C=CC=CC=1.C(OCC)(=O)C.CCCCCC. The product is [O:21]=[C:19]([C:14]1[CH:15]=[CH:16][CH:17]=[CH:18][N:13]=1)[CH2:1][CH2:23][C:22]([O:25][CH2:26][CH3:29])=[O:24]. The yield is 0.190.